This data is from Catalyst prediction with 721,799 reactions and 888 catalyst types from USPTO. The task is: Predict which catalyst facilitates the given reaction. (1) Reactant: [CH3:1][O:2][CH2:3][CH2:4][CH2:5][CH2:6][N:7]1[C:11]2[CH:12]=[CH:13][CH:14]=[CH:15][C:10]=2[N:9]=[C:8]1[C:16]([N:18]([CH2:35][CH:36]([CH3:38])[CH3:37])[C@H:19]1[CH2:24][C@@H:23]([CH:25]2[CH2:27][O:26]2)[CH2:22][N:21]([C:28]([O:30][C:31]([CH3:34])([CH3:33])[CH3:32])=[O:29])[CH2:20]1)=[O:17].[CH3:39][O-:40].[Na+].CO. Product: [OH:26][CH:25]([C@@H:23]1[CH2:24][C@H:19]([N:18]([C:16]([C:8]2[N:7]([CH2:6][CH2:5][CH2:4][CH2:3][O:2][CH3:1])[C:11]3[CH:12]=[CH:13][CH:14]=[CH:15][C:10]=3[N:9]=2)=[O:17])[CH2:35][CH:36]([CH3:38])[CH3:37])[CH2:20][N:21]([C:28]([O:30][C:31]([CH3:32])([CH3:34])[CH3:33])=[O:29])[CH2:22]1)[CH2:27][O:40][CH3:39]. The catalyst class is: 5. (2) Reactant: Br[C:2]1([CH3:8])[CH2:7][CH2:6][CH2:5][CH2:4][CH2:3]1.C([SnH](CCCC)CCCC)CCC.[CH2:22]([O:29][C:30]([NH:32][C:33](=[CH2:38])[C:34]([O:36][CH3:37])=[O:35])=[O:31])[C:23]1[CH:28]=[CH:27][CH:26]=[CH:25][CH:24]=1.N(C(C)(C)C#N)=NC(C)(C)C#N. Product: [CH2:22]([O:29][C:30]([NH:32][CH:33]([CH2:38][C:2]1([CH3:8])[CH2:7][CH2:6][CH2:5][CH2:4][CH2:3]1)[C:34]([O:36][CH3:37])=[O:35])=[O:31])[C:23]1[CH:24]=[CH:25][CH:26]=[CH:27][CH:28]=1. The catalyst class is: 48. (3) Reactant: [CH3:1][P:2]([CH3:34])(=[O:33])[O:3][CH2:4][C:5]1[CH:10]=[CH:9][C:8]([C:11]([NH:13][C:14]2[CH:19]=[C:18]([C:20]3[S:21][CH:22]=[CH:23][CH:24]=3)[CH:17]=[CH:16][C:15]=2[NH:25]C(OC(C)(C)C)=O)=[O:12])=[CH:7][CH:6]=1.C(O)(C(F)(F)F)=O. Product: [CH3:1][P:2]([CH3:34])(=[O:33])[O:3][CH2:4][C:5]1[CH:6]=[CH:7][C:8]([C:11]([NH:13][C:14]2[CH:19]=[C:18]([C:20]3[S:21][CH:22]=[CH:23][CH:24]=3)[CH:17]=[CH:16][C:15]=2[NH2:25])=[O:12])=[CH:9][CH:10]=1. The catalyst class is: 2. (4) Product: [CH2:24]([N:14]1[C:15]2[C:11](=[CH:10][C:9]([N+:6]([O-:8])=[O:7])=[CH:17][CH:16]=2)[CH:12]=[N:13]1)[C:25]1[CH:30]=[CH:29][CH:28]=[CH:27][CH:26]=1. The catalyst class is: 69. Reactant: CN(C=O)C.[N+:6]([C:9]1[CH:10]=[C:11]2[C:15](=[CH:16][CH:17]=1)[NH:14][N:13]=[CH:12]2)([O-:8])=[O:7].C(=O)([O-])[O-].[K+].[K+].[CH2:24](Br)[C:25]1[CH:30]=[CH:29][CH:28]=[CH:27][CH:26]=1. (5) Reactant: [Cl:1][C:2]1[CH:3]=[C:4]([C:8]2[C:9]3[N:20]([CH2:21][C@H:22]4[CH2:27][CH2:26][C@H:25]([CH3:28])[CH2:24][CH2:23]4)[CH:19]=[C:18]([CH2:29][CH2:30][C:31]4[CH:32]=[N:33][CH:34]=[CH:35][CH:36]=4)[C:10]=3[N:11]=[C:12]([C:14](=[N:16][OH:17])[NH2:15])[N:13]=2)[CH:5]=[N:6][CH:7]=1.C1N=CN([C:42](N2C=NC=C2)=[O:43])C=1.CCN(C(C)C)C(C)C. Product: [Cl:1][C:2]1[CH:3]=[C:4]([C:8]2[C:9]3[N:20]([CH2:21][C@H:22]4[CH2:27][CH2:26][C@H:25]([CH3:28])[CH2:24][CH2:23]4)[CH:19]=[C:18]([CH2:29][CH2:30][C:31]4[CH:32]=[N:33][CH:34]=[CH:35][CH:36]=4)[C:10]=3[N:11]=[C:12]([C:14]3[NH:15][C:42](=[O:43])[O:17][N:16]=3)[N:13]=2)[CH:5]=[N:6][CH:7]=1. The catalyst class is: 174. (6) Reactant: C[O:2][C:3]([C:5]1[CH:10]=[CH:9][C:8]([C:11]2[NH:12][C:13]3[CH:19]=[C:18]([C:20]([OH:22])=[O:21])[CH:17]=[CH:16][C:14]=3[N:15]=2)=[CH:7][CH:6]=1)=[O:4].[Li+].[OH-].C. Product: [C:3]([C:5]1[CH:6]=[CH:7][C:8]([C:11]2[NH:12][C:13]3[CH:19]=[C:18]([C:20]([OH:22])=[O:21])[CH:17]=[CH:16][C:14]=3[N:15]=2)=[CH:9][CH:10]=1)([OH:4])=[O:2]. The catalyst class is: 20. (7) Reactant: [CH2:1]([O:8][C:9]1[CH:10]=[C:11]2[C:15](=[CH:16][CH:17]=1)[NH:14][N:13]=[C:12]2[CH2:18][C:19](=[O:21])[CH3:20])[C:2]1[CH:7]=[CH:6][CH:5]=[CH:4][CH:3]=1.IC.[C:24](=O)([O-])[O-].[K+].[K+].O. Product: [CH2:1]([O:8][C:9]1[CH:10]=[C:11]2[C:15](=[CH:16][CH:17]=1)[N:14]([CH3:24])[N:13]=[C:12]2[CH2:18][C:19](=[O:21])[CH3:20])[C:2]1[CH:7]=[CH:6][CH:5]=[CH:4][CH:3]=1. The catalyst class is: 39. (8) Reactant: [NH:1]1[C@@H:9]2[C@@H:4]([CH2:5][CH2:6][CH2:7][CH2:8]2)[CH2:3][C@H:2]1[C:10]([OH:12])=[O:11].CCN(C(C)C)C(C)C.Cl[C:23]([O:25][CH2:26][C:27]1[CH:32]=[CH:31][CH:30]=[CH:29][CH:28]=1)=[O:24]. Product: [CH2:26]([O:25][C:23]([N:1]1[C@@H:9]2[C@@H:4]([CH2:5][CH2:6][CH2:7][CH2:8]2)[CH2:3][C@H:2]1[C:10]([OH:12])=[O:11])=[O:24])[C:27]1[CH:32]=[CH:31][CH:30]=[CH:29][CH:28]=1. The catalyst class is: 3.